Dataset: Peptide-MHC class II binding affinity with 134,281 pairs from IEDB. Task: Regression. Given a peptide amino acid sequence and an MHC pseudo amino acid sequence, predict their binding affinity value. This is MHC class II binding data. (1) The MHC is DRB1_0401 with pseudo-sequence DRB1_0401. The binding affinity (normalized) is 0.275. The peptide sequence is LGQTIRNSRWSSPDN. (2) The peptide sequence is PPLYATGRLSQAQLMPSPPM. The MHC is DRB1_0405 with pseudo-sequence DRB1_0405. The binding affinity (normalized) is 0.480.